Dataset: Reaction yield outcomes from USPTO patents with 853,638 reactions. Task: Predict the reaction yield, written as a fraction of the theoretical maximum amount of product (1.0 means a 100% yield; for example, 0.34 means a 34% yield). (1) The reactants are [Cl:1][C:2]1[CH:27]=[CH:26][C:5]([CH2:6][N:7]2[C:12](=[O:13])[C:11](Br)=[N:10][N:9]([C:15]3[CH:16]=[C:17]([NH:21][C:22](=[O:24])[CH3:23])[CH:18]=[CH:19][CH:20]=3)[C:8]2=[O:25])=[CH:4][CH:3]=1.[CH2:28]1[CH2:32]OC[CH2:29]1.C(COC)OC.[Cl-].C([Zn+])(C)C. The catalyst is O.C1C=CC(P(C2C=CC=CC=2)[C-]2C=CC=C2)=CC=1.C1C=CC(P(C2C=CC=CC=2)[C-]2C=CC=C2)=CC=1.Cl[Pd]Cl.[Fe+2]. The product is [Cl:1][C:2]1[CH:27]=[CH:26][C:5]([CH2:6][N:7]2[C:12](=[O:13])[C:11]([CH:28]([CH3:32])[CH3:29])=[N:10][N:9]([C:15]3[CH:16]=[C:17]([NH:21][C:22](=[O:24])[CH3:23])[CH:18]=[CH:19][CH:20]=3)[C:8]2=[O:25])=[CH:4][CH:3]=1. The yield is 0.580. (2) The reactants are [CH3:1][C:2]1([CH2:21][OH:22])[CH2:7][CH2:6][CH:5]([S:8]([C:11]2[CH:16]=[CH:15][CH:14]=[C:13]([C:17]([F:20])([F:19])[F:18])[CH:12]=2)(=[O:10])=[O:9])[CH2:4][CH2:3]1.[CH3:23][S:24](Cl)(=[O:26])=[O:25]. The catalyst is C1COCC1. The product is [CH3:23][S:24]([O:22][CH2:21][C:2]1([CH3:1])[CH2:7][CH2:6][CH:5]([S:8]([C:11]2[CH:16]=[CH:15][CH:14]=[C:13]([C:17]([F:20])([F:18])[F:19])[CH:12]=2)(=[O:10])=[O:9])[CH2:4][CH2:3]1)(=[O:26])=[O:25]. The yield is 1.00. (3) The reactants are Cl.[NH2:2][C:3]1[N:4]=[CH:5][NH:6][C:7]=1[C:8]([NH2:10])=[O:9].[F:11][C:12]1[CH:13]=[C:14]2[C:18](=[CH:19][CH:20]=1)[N:17]([C:21]([O:23][C:24]([CH3:27])([CH3:26])[CH3:25])=[O:22])[CH:16]=[C:15]2[CH:28]=O.[BH3-]C#N.[Na+]. The catalyst is CO. The product is [NH2:10][C:8]([C:7]1[NH:6][CH:5]=[N:4][C:3]=1[NH:2][CH2:28][C:15]1[C:14]2[C:18](=[CH:19][CH:20]=[C:12]([F:11])[CH:13]=2)[N:17]([C:21]([O:23][C:24]([CH3:27])([CH3:26])[CH3:25])=[O:22])[CH:16]=1)=[O:9]. The yield is 0.700. (4) The reactants are [Br:1][C:2]1[CH:22]=[CH:21][C:5]([CH2:6][C:7]2[C:8]([CH3:20])=[N:9][C:10]3[N:11]([N:14]=[CH:15][C:16]=3[C:17](O)=[O:18])[C:12]=2[CH3:13])=[CH:4][CH:3]=1.[CH3:23][O:24][CH2:25][CH2:26][NH2:27]. No catalyst specified. The product is [Br:1][C:2]1[CH:22]=[CH:21][C:5]([CH2:6][C:7]2[C:8]([CH3:20])=[N:9][C:10]3[N:11]([N:14]=[CH:15][C:16]=3[C:17]([NH:27][CH2:26][CH2:25][O:24][CH3:23])=[O:18])[C:12]=2[CH3:13])=[CH:4][CH:3]=1. The yield is 0.370. (5) The reactants are [CH3:1][C:2]1[S:17][C:5]2[C:6](=[O:16])[N:7]([CH2:10][C:11]([O:13]CC)=[O:12])[N:8]=[CH:9][C:4]=2[C:3]=1[CH3:18].[OH-].[Na+]. The catalyst is CO. The product is [CH3:1][C:2]1[S:17][C:5]2[C:6](=[O:16])[N:7]([CH2:10][C:11]([OH:13])=[O:12])[N:8]=[CH:9][C:4]=2[C:3]=1[CH3:18]. The yield is 0.890. (6) The reactants are [OH:1][C:2]1[CH:3]=[C:4]2[C:9](=[C:10]([CH3:12])[CH:11]=1)[O:8][CH:7]([C:13]([F:16])([F:15])[F:14])[C:6]([C:17]([O:19][CH2:20][CH3:21])=[O:18])=[CH:5]2.C([O-])([O-])=O.[K+].[K+].[CH3:28][C:29](C)=O. No catalyst specified. The product is [CH2:28]([O:1][C:2]1[CH:3]=[C:4]2[C:9](=[C:10]([CH3:12])[CH:11]=1)[O:8][CH:7]([C:13]([F:16])([F:14])[F:15])[C:6]([C:17]([O:19][CH2:20][CH3:21])=[O:18])=[CH:5]2)[CH3:29]. The yield is 0.980. (7) The reactants are [CH2:1]([O:8][C:9]1[C:10](=[O:17])[C:11]([Cl:16])=[C:12]([CH3:15])[NH:13][CH:14]=1)[C:2]1[CH:7]=[CH:6][CH:5]=[CH:4][CH:3]=1.[C:18](=O)([O-])[O-].[K+].[K+].IC.C(OCC)(=O)C. The catalyst is CN(C=O)C.O. The product is [CH2:1]([O:8][C:9]1[C:10](=[O:17])[C:11]([Cl:16])=[C:12]([CH3:15])[N:13]([CH3:18])[CH:14]=1)[C:2]1[CH:3]=[CH:4][CH:5]=[CH:6][CH:7]=1. The yield is 0.630.